From a dataset of Forward reaction prediction with 1.9M reactions from USPTO patents (1976-2016). Predict the product of the given reaction. (1) Given the reactants [N:1]1[CH:6]=[CH:5][CH:4]=[CH:3][C:2]=1[CH2:7][O:8][C:9]1[CH:18]=[C:17]([C:19]2[N:24]=[C:23]([CH:25]=[O:26])[CH:22]=[N:21][CH:20]=2)[C:16]2[CH2:15][CH2:14][CH2:13][CH2:12][C:11]=2[N:10]=1.[BH4-].[Na+].Cl.C(=O)([O-])O.[Na+], predict the reaction product. The product is: [N:1]1[CH:6]=[CH:5][CH:4]=[CH:3][C:2]=1[CH2:7][O:8][C:9]1[CH:18]=[C:17]([C:19]2[N:24]=[C:23]([CH2:25][OH:26])[CH:22]=[N:21][CH:20]=2)[C:16]2[CH2:15][CH2:14][CH2:13][CH2:12][C:11]=2[N:10]=1. (2) Given the reactants Cl[C:2]1[N:6]2[N:7]=[C:8]([C:18]3[CH:23]=[CH:22][CH:21]=[CH:20][C:19]=3[Cl:24])[C:9]([C:11]3[CH:16]=[CH:15][C:14]([Cl:17])=[CH:13][CH:12]=3)=[CH:10][C:5]2=[N:4][N:3]=1.[F:25][C:26]([F:30])([F:29])[CH2:27][OH:28].C(N=P1(N(CC)CC)N(C)CCCN1C)(C)(C)C, predict the reaction product. The product is: [Cl:24][C:19]1[CH:20]=[CH:21][CH:22]=[CH:23][C:18]=1[C:8]1[C:9]([C:11]2[CH:12]=[CH:13][C:14]([Cl:17])=[CH:15][CH:16]=2)=[CH:10][C:5]2[N:6]([C:2]([O:28][CH2:27][C:26]([F:30])([F:29])[F:25])=[N:3][N:4]=2)[N:7]=1. (3) Given the reactants [C:1]([O:5][CH2:6][CH3:7])(=[O:4])[CH:2]=[CH2:3].Cl.[CH2:9]([O:11][C:12](=[O:15])[CH2:13][NH2:14])[CH3:10].C(N(CC)CC)C, predict the reaction product. The product is: [CH2:9]([O:11][C:12](=[O:15])[CH2:13][NH:14][CH2:3][CH2:2][C:1]([O:5][CH2:6][CH3:7])=[O:4])[CH3:10]. (4) Given the reactants Br[C:2]1[CH:11]=[C:10]([C:12](=[O:36])[NH:13][C@@:14]2([C:24]3[CH:29]=[CH:28][C:27]([O:30][C:31]([F:34])([F:33])[F:32])=[C:26]([F:35])[CH:25]=3)[C:19]3=[N:20][CH:21]=[CH:22][CH:23]=[C:18]3[O:17][CH2:16][CH2:15]2)[CH:9]=[CH:8][C:3]=1[C:4]([O:6][CH3:7])=[O:5].[CH2:37]([Sn](CCCC)(CCCC)C=C)[CH2:38]CC.[F-].[K+], predict the reaction product. The product is: [F:35][C:26]1[CH:25]=[C:24]([C@:14]2([NH:13][C:12]([C:10]3[CH:9]=[CH:8][C:3]([C:4]([O:6][CH3:7])=[O:5])=[C:2]([CH:37]=[CH2:38])[CH:11]=3)=[O:36])[C:19]3=[N:20][CH:21]=[CH:22][CH:23]=[C:18]3[O:17][CH2:16][CH2:15]2)[CH:29]=[CH:28][C:27]=1[O:30][C:31]([F:34])([F:33])[F:32].